Dataset: Buchwald-Hartwig C-N cross coupling reaction yields with 55,370 reactions. Task: Predict the reaction yield, written as a fraction of the theoretical maximum amount of product (1.0 means a 100% yield; for example, 0.34 means a 34% yield). (1) The reactants are Brc1ccccn1.Cc1ccc(N)cc1.O=S(=O)(O[Pd]1c2ccccc2-c2ccccc2N~1)C(F)(F)F.CC(C)c1cc(C(C)C)c(-c2ccccc2P(C(C)(C)C)C(C)(C)C)c(C(C)C)c1.CN(C)C(=NC(C)(C)C)N(C)C.CCOC(=O)c1ccon1. No catalyst specified. The product is Cc1ccc(Nc2ccccn2)cc1. The yield is 0.603. (2) The reactants are FC(F)(F)c1ccc(I)cc1.Cc1ccc(N)cc1.O=S(=O)(O[Pd]1c2ccccc2-c2ccccc2N~1)C(F)(F)F.CC(C)c1cc(C(C)C)c(-c2ccccc2P(C(C)(C)C)C(C)(C)C)c(C(C)C)c1.CN(C)C(=NC(C)(C)C)N(C)C.Cc1ccon1. No catalyst specified. The product is Cc1ccc(Nc2ccc(C(F)(F)F)cc2)cc1. The yield is 0.524.